From a dataset of Reaction yield outcomes from USPTO patents with 853,638 reactions. Predict the reaction yield, written as a fraction of the theoretical maximum amount of product (1.0 means a 100% yield; for example, 0.34 means a 34% yield). (1) The reactants are [C:1]12([C:41]([N:43]3[C:51]4[CH:50]=[C:49]([NH:52]C(=O)OCC5C6C=CC=CC=6C6C5=CC=CC=6)[C:48]5[CH:70]=[CH:71][CH:72]=[CH:73][C:47]=5[C:46]=4[C@H:45]([CH2:74][Cl:75])[CH2:44]3)=[O:42])[CH2:5][C:3]([C:6]([N:8]3[C:16]4[CH:15]=[C:14]([NH:17]C(=O)OCC5C6C=CC=CC=6C6C5=CC=CC=6)[C:13]5[CH:35]=[CH:36][CH:37]=[CH:38][C:12]=5[C:11]=4[C@H:10]([CH2:39][Cl:40])[CH2:9]3)=[O:7])([CH2:4]1)[CH2:2]2. The catalyst is C(Cl)Cl. The product is [C:3]12([C:6]([N:8]3[C:16]4[CH:15]=[C:14]([NH2:17])[C:13]5[CH:35]=[CH:36][CH:37]=[CH:38][C:12]=5[C:11]=4[C@H:10]([CH2:39][Cl:40])[CH2:9]3)=[O:7])[CH2:5][C:1]([C:41]([N:43]3[C:51]4[CH:50]=[C:49]([NH2:52])[C:48]5[CH:70]=[CH:71][CH:72]=[CH:73][C:47]=5[C:46]=4[C@H:45]([CH2:74][Cl:75])[CH2:44]3)=[O:42])([CH2:4]1)[CH2:2]2. The yield is 0.300. (2) The reactants are [C:1]([O:5][C:6](=[O:29])[NH:7][CH2:8][C:9]1[C:10]([CH2:25][CH:26]([CH3:28])[CH3:27])=[N:11][C:12]([CH3:24])=[C:13]([CH2:22][OH:23])[C:14]=1[C:15]1[CH:20]=[CH:19][C:18]([CH3:21])=[CH:17][CH:16]=1)([CH3:4])([CH3:3])[CH3:2]. The catalyst is O1CCCC1.[O-2].[O-2].[Mn+4]. The product is [C:1]([O:5][C:6](=[O:29])[NH:7][CH2:8][C:9]1[C:10]([CH2:25][CH:26]([CH3:27])[CH3:28])=[N:11][C:12]([CH3:24])=[C:13]([CH:22]=[O:23])[C:14]=1[C:15]1[CH:16]=[CH:17][C:18]([CH3:21])=[CH:19][CH:20]=1)([CH3:4])([CH3:3])[CH3:2]. The yield is 0.650.